This data is from Full USPTO retrosynthesis dataset with 1.9M reactions from patents (1976-2016). The task is: Predict the reactants needed to synthesize the given product. (1) Given the product [CH3:1][O:2][C:3](=[O:12])[C:4]1[CH:9]=[CH:8][C:7]([C:10]2[O:11][CH:24]=[N:23][CH:22]=2)=[CH:6][CH:5]=1, predict the reactants needed to synthesize it. The reactants are: [CH3:1][O:2][C:3](=[O:12])[C:4]1[CH:9]=[CH:8][C:7]([CH:10]=[O:11])=[CH:6][CH:5]=1.C1(C)C(S([CH2:22][N+:23]#[C-:24])(=O)=O)=CC=CC=1.C(=O)([O-])[O-].[Na+].[Na+]. (2) Given the product [CH2:1]([O:8][CH2:9][CH2:10][C:11]1[N:15]=[C:16]([C:17]2[CH:22]=[CH:21][C:20]([Br:23])=[CH:19][C:18]=2[F:24])[O:25][C:12]=1[CH3:13])[C:2]1[CH:3]=[CH:4][CH:5]=[CH:6][CH:7]=1, predict the reactants needed to synthesize it. The reactants are: [CH2:1]([O:8][CH2:9][CH2:10][CH:11]([NH:15][C:16](=[O:25])[C:17]1[CH:22]=[CH:21][C:20]([Br:23])=[CH:19][C:18]=1[F:24])[C:12](=O)[CH3:13])[C:2]1[CH:7]=[CH:6][CH:5]=[CH:4][CH:3]=1.P(Cl)(Cl)(Cl)=O. (3) Given the product [OH:1][C@H:2]([C@@:10]1([CH3:27])[O:15][CH2:14][CH2:13][N:12]([CH2:16][C:17]2[CH:18]=[CH:19][C:20]([O:23][CH3:24])=[CH:21][CH:22]=2)[C:11]1=[O:25])[C:3]([O:5][C:6]([CH3:7])([CH3:8])[CH3:9])=[O:4], predict the reactants needed to synthesize it. The reactants are: [OH:1][C@H:2]([C@H:10]1[O:15][CH2:14][CH2:13][N:12]([CH2:16][C:17]2[CH:22]=[CH:21][C:20]([O:23][CH3:24])=[CH:19][CH:18]=2)[C:11]1=[O:25])[C:3]([O:5][C:6]([CH3:9])([CH3:8])[CH3:7])=[O:4].[Li+].[CH3:27]C([N-]C(C)C)C.CI.C(=O)(O)[O-]. (4) Given the product [ClH:1].[CH3:2][C:3]([CH3:18])([CH3:17])[C@H:4]([NH:8][CH3:9])[C:5]([O:7][CH3:20])=[O:6], predict the reactants needed to synthesize it. The reactants are: [ClH:1].[CH3:2][C:3]([CH3:18])([CH3:17])[C@H:4]([N:8](C)[C:9](OC(C)(C)C)=O)[C:5]([O-:7])=[O:6].O1CCOC[CH2:20]1. (5) Given the product [CH3:8][C:6]1[N:5]([CH:9]([C:11]2[CH:12]=[N:13][C:14]([CH3:17])=[CH:15][CH:16]=2)[CH3:10])[C:4](=[O:18])[CH:3]=[C:2]([O:1][S:26]([C:23]2[CH:24]=[CH:25][C:20]([CH3:19])=[CH:21][CH:22]=2)(=[O:28])=[O:27])[CH:7]=1, predict the reactants needed to synthesize it. The reactants are: [OH:1][C:2]1[CH:7]=[C:6]([CH3:8])[N:5]([CH:9]([C:11]2[CH:12]=[N:13][C:14]([CH3:17])=[CH:15][CH:16]=2)[CH3:10])[C:4](=[O:18])[CH:3]=1.[CH3:19][C:20]1[CH:25]=[CH:24][C:23]([S:26](Cl)(=[O:28])=[O:27])=[CH:22][CH:21]=1.C(N(CC)CC)C. (6) Given the product [NH2:13][C:12]1[C:11]2[C:10](=[CH:9][C:8]([C:6]3[N:7]=[C:2]([NH2:1])[N:3]=[C:4]([NH:17][CH:18]4[C:26]5[C:21](=[CH:22][CH:23]=[CH:24][CH:25]=5)[CH2:20][CH2:19]4)[CH:5]=3)=[CH:15][CH:14]=2)[NH:29][N:28]=1, predict the reactants needed to synthesize it. The reactants are: [NH2:1][C:2]1[N:7]=[C:6]([C:8]2[CH:15]=[CH:14][C:11]([C:12]#[N:13])=[C:10](F)[CH:9]=2)[CH:5]=[C:4]([NH:17][CH:18]2[C:26]3[C:21](=[CH:22][CH:23]=[CH:24][CH:25]=3)[CH2:20][CH2:19]2)[N:3]=1.O.[NH2:28][NH2:29]. (7) Given the product [CH3:12][O:11][C:3]1[CH:4]=[C:5]([CH:9]=[CH:10][C:2]=1[C:17]1[CH:16]=[N:15][N:14]([CH3:13])[CH:18]=1)[C:6]([OH:8])=[O:7], predict the reactants needed to synthesize it. The reactants are: Br[C:2]1[CH:10]=[CH:9][C:5]([C:6]([OH:8])=[O:7])=[CH:4][C:3]=1[O:11][CH3:12].[CH3:13][N:14]1[CH:18]=[C:17](B2OC(C)(C)C(C)(C)O2)[CH:16]=[N:15]1.[O-]P([O-])([O-])=O.[K+].[K+].[K+].